This data is from Catalyst prediction with 721,799 reactions and 888 catalyst types from USPTO. The task is: Predict which catalyst facilitates the given reaction. (1) Reactant: Br[C:2]1[C:10]2[O:9][C:8]([Si](C)(C)C)=[CH:7][C:6]=2[CH:5]=[C:4]([NH:15][S:16]([C:19]2[CH:24]=[C:23]([CH3:25])[CH:22]=[CH:21][C:20]=2[O:26][CH3:27])(=[O:18])=[O:17])[CH:3]=1.[C:28]([O:32][C:33]([N:35]1[CH2:40][CH2:39][NH:38][CH2:37][CH2:36]1)=[O:34])([CH3:31])([CH3:30])[CH3:29].[C:41]([O-])([O-])=[O:42].[K+].[K+]. Product: [C:28]([O:32][C:33]([N:35]1[CH2:40][CH2:39][N:38]([C:41]([C:2]2[C:10]3[O:9][CH:8]=[CH:7][C:6]=3[CH:5]=[C:4]([NH:15][S:16]([C:19]3[CH:24]=[C:23]([CH3:25])[CH:22]=[CH:21][C:20]=3[O:26][CH3:27])(=[O:18])=[O:17])[CH:3]=2)=[O:42])[CH2:37][CH2:36]1)=[O:34])([CH3:31])([CH3:29])[CH3:30]. The catalyst class is: 270. (2) Reactant: [O:1]=[C:2]1[C:6]([CH2:7][C:8]([OH:10])=[O:9])=[CH:5][C:4](=O)[O:3]1.S(O)(O)(=O)=O.[NH2:17][NH2:18]. Product: [O:1]=[C:2]1[C:6]([CH2:7][C:8]([OH:10])=[O:9])=[CH:5][C:4](=[O:3])[NH:18][NH:17]1. The catalyst class is: 6.